Dataset: Forward reaction prediction with 1.9M reactions from USPTO patents (1976-2016). Task: Predict the product of the given reaction. (1) Given the reactants [Cl:1][CH2:2][CH2:3][CH2:4][N:5]1[CH2:10][C:9]2[CH:11]=[CH:12][CH:13]=[CH:14][C:8]=2[NH:7][S:6]1(=[O:16])=[O:15].[F:17][C:18]1[CH:19]=[C:20](B(O)O)[CH:21]=[CH:22][C:23]=1[F:24], predict the reaction product. The product is: [Cl:1][CH2:2][CH2:3][CH2:4][N:5]1[CH2:10][C:9]2[CH:11]=[CH:12][CH:13]=[CH:14][C:8]=2[N:7]([C:21]2[CH:20]=[CH:19][C:18]([F:17])=[C:23]([F:24])[CH:22]=2)[S:6]1(=[O:16])=[O:15]. (2) Given the reactants [CH3:1][C:2]1([CH3:15])[O:11][C:10]2[C:5](=[CH:6][C:7]([C:12]#[N:13])=[CH:8][CH:9]=2)[CH:4]2[O:14][CH:3]12.[N+:16]([C:19]1[CH:24]=[CH:23][C:22]([N:25]2[CH2:30][CH2:29][NH:28][CH2:27][CH2:26]2)=[CH:21][CH:20]=1)([O-:18])=[O:17], predict the reaction product. The product is: [OH:14][CH:3]1[CH:4]([N:28]2[CH2:29][CH2:30][N:25]([C:22]3[CH:21]=[CH:20][C:19]([N+:16]([O-:18])=[O:17])=[CH:24][CH:23]=3)[CH2:26][CH2:27]2)[C:5]2[C:10](=[CH:9][CH:8]=[C:7]([C:12]#[N:13])[CH:6]=2)[O:11][C:2]1([CH3:15])[CH3:1]. (3) The product is: [Cl:12][C:13]1[C:18]([Cl:19])=[CH:17][CH:16]=[CH:15][C:14]=1[S:20]([NH:1][C:2]1[CH:3]=[CH:4][CH:5]=[C:6]2[C:11]=1[N:10]=[CH:9][CH:8]=[CH:7]2)(=[O:22])=[O:21]. Given the reactants [NH2:1][C:2]1[CH:3]=[CH:4][CH:5]=[C:6]2[C:11]=1[N:10]=[CH:9][CH:8]=[CH:7]2.[Cl:12][C:13]1[C:18]([Cl:19])=[CH:17][CH:16]=[CH:15][C:14]=1[S:20](Cl)(=[O:22])=[O:21], predict the reaction product. (4) Given the reactants Br[C:2]1[CH:28]=[CH:27][C:5]([CH2:6][N:7]2[C:15]3[C:10](=[CH:11][CH:12]=[CH:13][CH:14]=3)[C:9]3([C:19]4[CH:20]=[C:21]([F:25])[C:22]([F:24])=[CH:23][C:18]=4[O:17][CH2:16]3)[C:8]2=[O:26])=[CH:4][CH:3]=1.C1(C2C3C(=CC=CC=3)C=CC=2P(C2C=CC=CC=2)C2C=CC=CC=2)C2C(=CC=CC=2)C=CC=1P(C1C=CC=CC=1)C1C=CC=CC=1.[C:75]([N:82]1[CH2:86][CH2:85][C@@H:84]([NH2:87])[CH2:83]1)([O:77][C:78]([CH3:81])([CH3:80])[CH3:79])=[O:76].CC(C)([O-])C.[Na+], predict the reaction product. The product is: [F:25][C:21]1[C:22]([F:24])=[CH:23][C:18]2[O:17][CH2:16][C:9]3([C:10]4[C:15](=[CH:14][CH:13]=[CH:12][CH:11]=4)[N:7]([CH2:6][C:5]4[CH:4]=[CH:3][C:2]([NH:87][C@@H:84]5[CH2:85][CH2:86][N:82]([C:75]([O:77][C:78]([CH3:81])([CH3:80])[CH3:79])=[O:76])[CH2:83]5)=[CH:28][CH:27]=4)[C:8]3=[O:26])[C:19]=2[CH:20]=1. (5) The product is: [NH2:1][C:2]1[C:3]([CH3:15])=[C:4]([CH:8]=[CH:9][C:10]=1[C:11]([F:14])([F:13])[F:12])[C:5]([CH:41]([C:40]([CH:37]1[CH2:38][CH2:39]1)=[O:49])[C:42]([O:44][C:45]([CH3:48])([CH3:46])[CH3:47])=[O:43])=[O:7]. Given the reactants [NH2:1][C:2]1[C:3]([CH3:15])=[C:4]([CH:8]=[CH:9][C:10]=1[C:11]([F:14])([F:13])[F:12])[C:5]([OH:7])=O.CN(C)CCCN=C=NCC.ON1C2C=CC=CC=2N=N1.[CH:37]1([C:40](=[O:49])[CH2:41][C:42]([O:44][C:45]([CH3:48])([CH3:47])[CH3:46])=[O:43])[CH2:39][CH2:38]1.[H-].[Na+], predict the reaction product.